From a dataset of Catalyst prediction with 721,799 reactions and 888 catalyst types from USPTO. Predict which catalyst facilitates the given reaction. Reactant: [F:1][C:2]1[CH:10]=[CH:9][C:8]([NH:11][C:12]2[N:26]=[C:15]3[CH:16]=[CH:17][CH:18]=[C:19]([C:20]4[CH:25]=[CH:24][CH:23]=[CH:22][CH:21]=4)[N:14]3[N:13]=2)=[CH:7][C:3]=1[C:4]([NH2:6])=O.BrC1C=CC(F)=C(C=1)C#N.OO.C(=O)([O-])[O-].[K+].[K+]. Product: [F:1][C:2]1[CH:10]=[CH:9][C:8]([NH:11][C:12]2[N:26]=[C:15]3[CH:16]=[CH:17][CH:18]=[C:19]([C:20]4[CH:21]=[CH:22][CH:23]=[CH:24][CH:25]=4)[N:14]3[N:13]=2)=[CH:7][C:3]=1[C:4]#[N:6]. The catalyst class is: 16.